This data is from HIV replication inhibition screening data with 41,000+ compounds from the AIDS Antiviral Screen. The task is: Binary Classification. Given a drug SMILES string, predict its activity (active/inactive) in a high-throughput screening assay against a specified biological target. (1) The result is 0 (inactive). The molecule is CC(=O)CC(=O)NC=O. (2) The molecule is NCCCN(CCCN(C(=O)Nc1ccccc1)c1ccccc1)C(=O)Nc1ccccc1. The result is 0 (inactive).